This data is from Reaction yield outcomes from USPTO patents with 853,638 reactions. The task is: Predict the reaction yield, written as a fraction of the theoretical maximum amount of product (1.0 means a 100% yield; for example, 0.34 means a 34% yield). The reactants are [CH2:1]([N:8]1[C:17]2[C:12](=[CH:13][C:14](Br)=[CH:15][CH:16]=2)[CH2:11][CH:10]([NH:19][S:20]([C:23]2[CH:28]=[CH:27][CH:26]=[CH:25][CH:24]=2)(=[O:22])=[O:21])[CH2:9]1)[C:2]1[CH:7]=[CH:6][CH:5]=[CH:4][CH:3]=1.[F:29][C:30]1[CH:35]=[CH:34][C:33](B(O)O)=[CH:32][CH:31]=1.CO.C1COCC1.C([O-])([O-])=O.[K+].[K+]. The catalyst is O. The product is [CH2:1]([N:8]1[C:17]2[C:12](=[CH:13][C:14]([C:33]3[CH:34]=[CH:35][C:30]([F:29])=[CH:31][CH:32]=3)=[CH:15][CH:16]=2)[CH2:11][CH:10]([NH:19][S:20]([C:23]2[CH:28]=[CH:27][CH:26]=[CH:25][CH:24]=2)(=[O:22])=[O:21])[CH2:9]1)[C:2]1[CH:7]=[CH:6][CH:5]=[CH:4][CH:3]=1. The yield is 0.790.